Dataset: Full USPTO retrosynthesis dataset with 1.9M reactions from patents (1976-2016). Task: Predict the reactants needed to synthesize the given product. (1) The reactants are: I[C:2]1[CH:21]=[CH:20][C:5]2[N:6]=[C:7]([C:12]3[CH:13]=[C:14]([CH:17]=[CH:18][CH:19]=3)[C:15]#[N:16])[CH2:8][C:9](=[O:11])[NH:10][C:4]=2[CH:3]=1.[C:22]([C:24]1[S:25][CH:26]=[CH:27][CH:28]=1)#[CH:23]. Given the product [O:11]=[C:9]1[CH2:8][C:7]([C:12]2[CH:13]=[C:14]([CH:17]=[CH:18][CH:19]=2)[C:15]#[N:16])=[N:6][C:5]2[CH:20]=[CH:21][C:2]([C:23]#[C:22][C:24]3[S:25][CH:26]=[CH:27][CH:28]=3)=[CH:3][C:4]=2[NH:10]1, predict the reactants needed to synthesize it. (2) Given the product [Cl:1][C:2]1[CH:3]=[C:4]([NH:9][C:10]2[CH:11]=[CH:12][C:13]3[N:18]([CH3:28])[C:17](=[O:19])[O:16][C:15]([CH2:25][CH3:26])([C:20]4[S:21][CH:22]=[CH:23][CH:24]=4)[C:14]=3[CH:27]=2)[CH:5]=[CH:6][C:7]=1[F:8], predict the reactants needed to synthesize it. The reactants are: [Cl:1][C:2]1[CH:3]=[C:4]([NH:9][C:10]2[CH:11]=[CH:12][C:13]3[NH:18][C:17](=[O:19])[O:16][C:15]([CH2:25][CH3:26])([C:20]4[S:21][CH:22]=[CH:23][CH:24]=4)[C:14]=3[CH:27]=2)[CH:5]=[CH:6][C:7]=1[F:8].[CH3:28]C(C)([O-])C.[K+].CI. (3) Given the product [CH3:21][O:22][C:23](=[O:29])[C@@H:24]1[CH2:28][CH2:27][CH2:26][N:25]1[NH:7][C:3](=[O:5])[CH2:2][Cl:1], predict the reactants needed to synthesize it. The reactants are: [Cl:1][CH2:2][C:3]([OH:5])=O.C[N:7]1CCOCC1.C(OC(Cl)=O)C(C)C.[CH3:21][O:22][C:23](=[O:29])[C@@H:24]1[CH2:28][CH2:27][CH2:26][NH:25]1.